From a dataset of Full USPTO retrosynthesis dataset with 1.9M reactions from patents (1976-2016). Predict the reactants needed to synthesize the given product. (1) Given the product [CH3:57][O:56][C:52]1[CH:53]=[C:54]([OH:55])[C:49]([C:47]([C:44]2[CH:45]=[CH:46][CH:41]=[CH:42][CH:43]=2)=[O:48])=[CH:50][C:51]=1[S:58]([O-:61])(=[O:60])=[O:59].[Na+:63], predict the reactants needed to synthesize it. The reactants are: COC1C=CC(C(C2C=CC(OC)=CC=2O)=O)=C(O)C=1.COC1C=CC(C(C2C(O)=CC=CC=2)=O)=C(O)C=1.CO[C:41]1[CH:46]=[CH:45][C:44]([C:47]([C:49]2[C:54]([OH:55])=[CH:53][C:52]([O:56][CH3:57])=[C:51]([S:58]([OH:61])(=[O:60])=[O:59])[CH:50]=2)=[O:48])=[C:43](O)[CH:42]=1.[Na+:63]. (2) Given the product [CH3:1][O:2][C:3]([C:5]([CH3:19])([CH3:18])[CH2:6][CH2:7][CH2:8][C:9]1[CH:10]=[CH:11][C:12]([C:13]([OH:15])=[O:14])=[CH:16][CH:17]=1)=[O:4], predict the reactants needed to synthesize it. The reactants are: [CH3:1][O:2][C:3]([C:5]([CH3:19])([CH3:18])[CH2:6][CH:7]=[CH:8][C:9]1[CH:17]=[CH:16][C:12]([C:13]([OH:15])=[O:14])=[CH:11][CH:10]=1)=[O:4].C(N(CC)CC)C. (3) The reactants are: [CH:1]1([CH:4]([C:29]2[CH:30]=[N:31][C:32]([O:35][CH3:36])=[CH:33][CH:34]=2)[O:5][C:6]2[CH:26]=[CH:25][C:9]([CH2:10][NH:11][C:12]3[C:17]([NH2:18])=[CH:16][C:15]([C:19]4[CH:20]=[N:21][N:22]([CH3:24])[CH:23]=4)=[CH:14][N:13]=3)=[CH:8][C:7]=2[O:27][CH3:28])[CH2:3][CH2:2]1.C(N(CC)CC)C.[C:44]([N:49]=[C:50]=S)(=[O:48])[O:45][CH2:46][CH3:47].C1(S(Cl)(=O)=O)C=CC=CC=1. Given the product [CH:1]1([CH:4]([C:29]2[CH:30]=[N:31][C:32]([O:35][CH3:36])=[CH:33][CH:34]=2)[O:5][C:6]2[CH:26]=[CH:25][C:9]([CH2:10][N:11]3[C:12]4=[N:13][CH:14]=[C:15]([C:19]5[CH:20]=[N:21][N:22]([CH3:24])[CH:23]=5)[CH:16]=[C:17]4[N:18]=[C:50]3[NH:49][C:44](=[O:48])[O:45][CH2:46][CH3:47])=[CH:8][C:7]=2[O:27][CH3:28])[CH2:3][CH2:2]1, predict the reactants needed to synthesize it. (4) Given the product [CH3:15][CH:16]([N:18]1[CH2:23][C:22]2[CH:24]=[C:25]([S:3]([CH3:32])(=[O:5])=[O:4])[CH:26]=[CH:27][C:21]=2[NH:20][S:19]1(=[O:31])=[O:30])[CH3:17], predict the reactants needed to synthesize it. The reactants are: OO[S:3]([O-:5])=[O:4].[K+].S([O-])(O[O-])(=O)=O.[K+].[K+].[CH3:15][CH:16]([N:18]1[CH2:23][C:22]2[CH:24]=[C:25](SC)[CH:26]=[CH:27][C:21]=2[NH:20][S:19]1(=[O:31])=[O:30])[CH3:17].[C:32](OCC)(=O)C.